From a dataset of Forward reaction prediction with 1.9M reactions from USPTO patents (1976-2016). Predict the product of the given reaction. (1) The product is: [F:1][C:2]1[C:7]2[O:8][CH2:9][CH2:10][O:11][C:6]=2[CH:5]=[C:4]([C:12]2[C:15]([CH3:16])=[N:20][NH:21][C:13]=2[NH2:14])[CH:3]=1. Given the reactants [F:1][C:2]1[C:7]2[O:8][CH2:9][CH2:10][O:11][C:6]=2[CH:5]=[C:4]([CH:12]([C:15](=O)[CH3:16])[C:13]#[N:14])[CH:3]=1.Cl.Cl.[NH2:20][NH2:21].C(N(CC)CC)C, predict the reaction product. (2) Given the reactants [H-].[Na+].C(O[C:6]([C:8]1[C:12]([C:13]2[CH:18]=[CH:17][C:16]([Br:19])=[CH:15][CH:14]=2)=[C:11]([Cl:20])[S:10][C:9]=1[NH:21][C:22](=[O:26])[CH2:23][C:24]#[N:25])=[O:7])C.Cl, predict the reaction product. The product is: [Cl:20][C:11]1[S:10][C:9]2[NH:21][C:22](=[O:26])[C:23]([C:24]#[N:25])=[C:6]([OH:7])[C:8]=2[C:12]=1[C:13]1[CH:14]=[CH:15][C:16]([Br:19])=[CH:17][CH:18]=1. (3) Given the reactants Cl.[CH3:2][CH:3]([CH2:8][N:9]1[CH2:14][CH2:13][CH2:12][CH2:11][CH2:10]1)[CH2:4][C:5]([OH:7])=[O:6].C(Cl)(=O)C(Cl)=O.C(OC([N:28]1[C:32]([NH2:33])=[CH:31][C:30]([C:34]2[CH:35]=[N:36][CH:37]=[C:38]([O:40][CH3:41])[CH:39]=2)=[N:29]1)=O)(C)(C)C.Cl, predict the reaction product. The product is: [CH:5]([OH:7])=[O:6].[CH3:41][O:40][C:38]1[CH:39]=[C:34]([C:30]2[CH:31]=[C:32]([NH:33][C:5](=[O:7])[CH2:4][CH:3]([CH3:2])[CH2:8][N:9]3[CH2:14][CH2:13][CH2:12][CH2:11][CH2:10]3)[NH:28][N:29]=2)[CH:35]=[N:36][CH:37]=1. (4) Given the reactants Br[C:2]1[CH:23]=[CH:22][C:5]2[C:6]3[N:7]([CH:11]=[C:12]([C:14]4[N:18]([CH:19]([CH3:21])[CH3:20])[N:17]=[CH:16][N:15]=4)[N:13]=3)[CH2:8][CH2:9][O:10][C:4]=2[CH:3]=1.CC1(C)C(C)(C)OB([C:32]2[CH:33]=[N:34][C:35]([NH2:38])=[N:36][CH:37]=2)O1, predict the reaction product. The product is: [CH:19]([N:18]1[C:14]([C:12]2[N:13]=[C:6]3[C:5]4[CH:22]=[CH:23][C:2]([C:32]5[CH:33]=[N:34][C:35]([NH2:38])=[N:36][CH:37]=5)=[CH:3][C:4]=4[O:10][CH2:9][CH2:8][N:7]3[CH:11]=2)=[N:15][CH:16]=[N:17]1)([CH3:21])[CH3:20].